From a dataset of Catalyst prediction with 721,799 reactions and 888 catalyst types from USPTO. Predict which catalyst facilitates the given reaction. Reactant: Cl[C:2]1[C:11]2[C:6](=[CH:7][C:8]([O:12][CH3:13])=[CH:9][CH:10]=2)[C:5]([C:14]2[CH:19]=[CH:18][CH:17]=[C:16]([F:20])[CH:15]=2)=[C:4]([C:21]#[N:22])[N:3]=1.[NH3:23]. Product: [NH2:23][C:2]1[C:11]2[C:6](=[CH:7][C:8]([O:12][CH3:13])=[CH:9][CH:10]=2)[C:5]([C:14]2[CH:19]=[CH:18][CH:17]=[C:16]([F:20])[CH:15]=2)=[C:4]([C:21]#[N:22])[N:3]=1. The catalyst class is: 32.